This data is from Catalyst prediction with 721,799 reactions and 888 catalyst types from USPTO. The task is: Predict which catalyst facilitates the given reaction. (1) The catalyst class is: 5. Reactant: [Na].C[O-].[Na+].Cl.[NH2:6][C:7]([NH2:9])=[NH:8].CN(C)[CH:12]=[CH:13][C:14]([C:16]1[CH:21]=[CH:20][CH:19]=[CH:18][C:17]=1[OH:22])=O. Product: [NH2:8][C:7]1[N:9]=[C:14]([C:16]2[CH:21]=[CH:20][CH:19]=[CH:18][C:17]=2[OH:22])[CH:13]=[CH:12][N:6]=1. (2) Reactant: [C:1]12([CH2:8][O:9][C:10]3[CH:11]=[C:12]([C:16]4[C:24]5[C:23]([NH2:25])=[N:22][CH:21]=[N:20][C:19]=5[N:18]([C@@H:26]5[CH2:30][CH2:29][NH:28][CH2:27]5)[CH:17]=4)[CH:13]=[CH:14][CH:15]=3)[O:7][CH:4]([CH2:5][CH2:6]1)[CH2:3][CH2:2]2.Br[CH:32]1[CH2:35][S:34](=[O:37])(=[O:36])[CH2:33]1. Product: [O:36]=[S:34]1(=[O:37])[CH2:35][CH:32]([N:28]2[CH2:29][CH2:30][C@@H:26]([N:18]3[C:19]4[N:20]=[CH:21][N:22]=[C:23]([NH2:25])[C:24]=4[C:16]([C:12]4[CH:13]=[CH:14][CH:15]=[C:10]([O:9][CH2:8][C:1]56[O:7][CH:4]([CH2:5][CH2:6]5)[CH2:3][CH2:2]6)[CH:11]=4)=[CH:17]3)[CH2:27]2)[CH2:33]1. The catalyst class is: 61. (3) Reactant: C([O:5][C:6]([NH:8][CH:9]([CH2:13][C:14]1[CH:19]=[CH:18][C:17]([OH:20])=[CH:16][CH:15]=1)[C:10]([O-:12])=O)=[O:7])(C)(C)C.Br[CH2:22][CH2:23][CH2:24][O:25][Si:26]([C:29]([CH3:32])([CH3:31])[CH3:30])([CH3:28])[CH3:27]. Product: [Si:26]([O:12][CH2:10][C@H:9]1[C@H:13]([C:14]2[CH:15]=[CH:16][C:17]([O:20][CH2:22][CH2:23][CH2:24][O:25][Si:26]([C:29]([CH3:32])([CH3:31])[CH3:30])([CH3:28])[CH3:27])=[CH:18][CH:19]=2)[O:7][C:6](=[O:5])[NH:8]1)([C:29]([CH3:32])([CH3:31])[CH3:30])([CH3:28])[CH3:27]. The catalyst class is: 243. (4) Reactant: [Cl:1][C:2]1[CH:19]=[C:18]([CH3:20])[CH:17]=[C:16]([Cl:21])[C:3]=1[O:4][CH2:5][CH2:6][O:7][C:8]1[CH:15]=[CH:14][C:11]([CH:12]=[O:13])=[CH:10][CH:9]=1.[BH4-].[Na+]. Product: [Cl:1][C:2]1[CH:19]=[C:18]([CH3:20])[CH:17]=[C:16]([Cl:21])[C:3]=1[O:4][CH2:5][CH2:6][O:7][C:8]1[CH:15]=[CH:14][C:11]([CH2:12][OH:13])=[CH:10][CH:9]=1. The catalyst class is: 36. (5) Reactant: [OH:1][N:2]=[C:3]([NH2:14])[CH2:4][C:5]1[CH:10]=[CH:9][C:8]([N+:11]([O-:13])=[O:12])=[CH:7][CH:6]=1.CN(C)[C:17](=O)[CH3:18].C(Cl)(=O)C. Product: [CH3:17][C:18]1[O:1][N:2]=[C:3]([CH2:4][C:5]2[CH:6]=[CH:7][C:8]([N+:11]([O-:13])=[O:12])=[CH:9][CH:10]=2)[N:14]=1. The catalyst class is: 6. (6) Reactant: [H-].[Al+3].[Li+].[H-].[H-].[H-].[C:7](OC)(=[O:25])[CH2:8][CH2:9][CH2:10][CH2:11][CH2:12][CH2:13][CH2:14]/[CH:15]=[CH:16]\[CH:17]=[CH:18]\[CH2:19][CH2:20][CH2:21][CH2:22][CH2:23][CH3:24]. Product: [CH2:7]([OH:25])[CH2:8][CH2:9][CH2:10][CH2:11][CH2:12][CH2:13][CH2:14]/[CH:15]=[CH:16]\[CH:17]=[CH:18]\[CH2:19][CH2:20][CH2:21][CH2:22][CH2:23][CH3:24]. The catalyst class is: 28. (7) Reactant: [CH3:1][O:2][C:3]1[CH:4]=[C:5]2[C:9](=[CH:10][CH:11]=1)[NH:8][CH:7]=[C:6]2[CH2:12][C:13]([OH:15])=[O:14].[CH2:16]1N(P(Cl)(N2C(=O)OCC2)=O)C(=O)OC1.C(N(CC)CC)C.CO. Product: [CH3:1][O:2][C:3]1[CH:4]=[C:5]2[C:9](=[CH:10][CH:11]=1)[NH:8][CH:7]=[C:6]2[CH2:12][C:13]([O:15][CH3:16])=[O:14]. The catalyst class is: 2.